This data is from Catalyst prediction with 721,799 reactions and 888 catalyst types from USPTO. The task is: Predict which catalyst facilitates the given reaction. (1) Reactant: [N+:1]([C:4]1[CH:13]=[C:12]2[C:7]([C:8]([NH:25][C:26]3[N:27](C(C)(C)C)[N:28]=[C:29]([CH3:31])[CH:30]=3)=[N:9][N:10]([C:15]3[CH:20]=[CH:19][C:18]([C:21]([CH3:24])([CH3:23])[CH3:22])=[CH:17][CH:16]=3)[C:11]2=[O:14])=[CH:6][CH:5]=1)([O-:3])=[O:2]. Product: [C:21]([C:18]1[CH:19]=[CH:20][C:15]([N:10]2[N:9]=[C:8]([NH:25][C:26]3[NH:27][N:28]=[C:29]([CH3:31])[CH:30]=3)[C:7]3[C:12](=[CH:13][C:4]([N+:1]([O-:3])=[O:2])=[CH:5][CH:6]=3)[C:11]2=[O:14])=[CH:16][CH:17]=1)([CH3:24])([CH3:22])[CH3:23]. The catalyst class is: 106. (2) Reactant: [Br:1][C:2]1[C:10]2[O:9][C:8](C(O)=O)([C:11]([OH:13])=[O:12])[O:7][C:6]=2[CH:5]=[C:4]([F:17])[CH:3]=1. Product: [Br:1][C:2]1[C:10]2[O:9][CH:8]([C:11]([OH:13])=[O:12])[O:7][C:6]=2[CH:5]=[C:4]([F:17])[CH:3]=1. The catalyst class is: 728. (3) Reactant: [N+:1]([O-:4])(O)=[O:2].[F:5][C:6]([F:29])([F:28])[C:7]([NH:9][C:10]1[CH:15]=[CH:14][C:13]([CH:16]2[CH2:20][CH2:19][CH2:18][N:17]2[C:21](=[O:26])[C:22]([F:25])([F:24])[F:23])=[C:12]([F:27])[CH:11]=1)=[O:8]. Product: [F:29][C:6]([F:5])([F:28])[C:7]([NH:9][C:10]1[CH:11]=[C:12]([F:27])[C:13]([CH:16]2[CH2:20][CH2:19][CH2:18][N:17]2[C:21](=[O:26])[C:22]([F:23])([F:24])[F:25])=[CH:14][C:15]=1[N+:1]([O-:4])=[O:2])=[O:8]. The catalyst class is: 6. (4) Reactant: CS(O[CH2:6][C@H:7]1[CH2:12][CH2:11][CH2:10][CH2:9][C@@H:8]1[N:13]([C@H:20]([C:22]1[CH:27]=[CH:26][CH:25]=[CH:24][CH:23]=1)[CH3:21])[CH2:14][C:15]([O:17][CH2:18][CH3:19])=[O:16])(=O)=O.CC(C)([O-])C.[Na+]. Product: [C:22]1([C@@H:20]([N:13]2[C@@H:8]3[C@H:7]([CH2:12][CH2:11][CH2:10][CH2:9]3)[CH2:6][C@H:14]2[C:15]([O:17][CH2:18][CH3:19])=[O:16])[CH3:21])[CH:27]=[CH:26][CH:25]=[CH:24][CH:23]=1. The catalyst class is: 7. (5) Reactant: C([O:3][C:4](=O)[CH2:5][C:6]1[S:7][C:8]2[CH:14]=[C:13]([C:15]([O:17][C:18]([CH3:21])([CH3:20])[CH3:19])=[O:16])[CH:12]=[CH:11][C:9]=2[N:10]=1)C.[NH2:23][NH2:24]. Product: [NH:23]([C:4](=[O:3])[CH2:5][C:6]1[S:7][C:8]2[CH:14]=[C:13]([C:15]([O:17][C:18]([CH3:21])([CH3:20])[CH3:19])=[O:16])[CH:12]=[CH:11][C:9]=2[N:10]=1)[NH2:24]. The catalyst class is: 5. (6) Reactant: C(OC([N:8]1[CH2:13][CH2:12][N:11]([C:14]2[CH:19]=[N:18][CH:17]=[C:16]([N:20]([C:29](=[O:31])[CH3:30])[CH2:21][C:22]3[CH:27]=[CH:26][CH:25]=[C:24]([Cl:28])[CH:23]=3)[N:15]=2)[CH2:10][CH2:9]1)=O)(C)(C)C.FC(F)(F)C(O)=O.C([O-])(O)=O.[Na+]. Product: [Cl:28][C:24]1[CH:23]=[C:22]([CH:27]=[CH:26][CH:25]=1)[CH2:21][N:20]([C:16]1[N:15]=[C:14]([N:11]2[CH2:10][CH2:9][NH:8][CH2:13][CH2:12]2)[CH:19]=[N:18][CH:17]=1)[C:29](=[O:31])[CH3:30]. The catalyst class is: 2. (7) Reactant: [N+:1]([C:4]1[CH:5]=[C:6]([NH2:13])[C:7](=[CH:11][CH:12]=1)[C:8]([OH:10])=O)([O-:3])=[O:2].O=S(Cl)Cl.[Cl:18][C:19]1[CH:25]=[CH:24][CH:23]=[CH:22][C:20]=1[NH2:21].C(Cl)(Cl)Cl. The catalyst class is: 48. Product: [NH2:13][C:6]1[CH:5]=[C:4]([N+:1]([O-:3])=[O:2])[CH:12]=[CH:11][C:7]=1[C:8]([NH:21][C:20]1[CH:22]=[CH:23][CH:24]=[CH:25][C:19]=1[Cl:18])=[O:10].